Dataset: Reaction yield outcomes from USPTO patents with 853,638 reactions. Task: Predict the reaction yield, written as a fraction of the theoretical maximum amount of product (1.0 means a 100% yield; for example, 0.34 means a 34% yield). (1) The catalyst is C(OCC)(=O)C. The yield is 0.270. The product is [CH2:13]([C:15]1[N:16]([C:40]2[CH:41]=[N:42][C:43]([O:46][CH:47]3[CH2:52][CH2:51][O:50][CH2:49][CH2:48]3)=[CH:44][CH:45]=2)[C:17](=[O:39])[C:18]([CH2:24][C:25]2[CH:30]=[CH:29][C:28]([C:31]3[CH:36]=[CH:35][CH:34]=[CH:33][C:32]=3[C:37]3[NH:3][C:4](=[O:7])[O:5][N:38]=3)=[CH:27][CH:26]=2)=[C:19]([CH2:21][CH2:22][CH3:23])[N:20]=1)[CH3:14]. The reactants are [Cl-].O[NH3+:3].[C:4](=[O:7])([O-])[OH:5].[Na+].CS(C)=O.[CH2:13]([C:15]1[N:16]([C:40]2[CH:41]=[N:42][C:43]([O:46][CH:47]3[CH2:52][CH2:51][O:50][CH2:49][CH2:48]3)=[CH:44][CH:45]=2)[C:17](=[O:39])[C:18]([CH2:24][C:25]2[CH:30]=[CH:29][C:28]([C:31]3[C:32]([C:37]#[N:38])=[CH:33][CH:34]=[CH:35][CH:36]=3)=[CH:27][CH:26]=2)=[C:19]([CH2:21][CH2:22][CH3:23])[N:20]=1)[CH3:14]. (2) The reactants are I[C:2]1[CH:3]=[CH:4][C:5]2[N:6]([CH:8]=[C:9]([NH2:11])[N:10]=2)[N:7]=1.[NH2:12][C:13]1[CH:14]=[C:15]([OH:19])[CH:16]=[CH:17][CH:18]=1.C(=O)([O-])[O-].[K+].[K+].CN(C)C=O. The catalyst is O. The product is [NH2:12][C:13]1[CH:14]=[C:15]([CH:16]=[CH:17][CH:18]=1)[O:19][C:2]1[CH:3]=[CH:4][C:5]2[N:6]([CH:8]=[C:9]([NH2:11])[N:10]=2)[N:7]=1. The yield is 0.370. (3) The reactants are [NH2:1][C:2]1[CH:7]=[C:6]([Cl:8])[C:5]([OH:9])=[C:4]([Cl:10])[CH:3]=1.[Cl:11][C:12]1[CH:17]=[C:16]([C:18]([F:21])([F:20])[F:19])[CH:15]=[CH:14][C:13]=1[S:22](Cl)(=[O:24])=[O:23]. The catalyst is C1COCC1. The product is [Cl:11][C:12]1[CH:17]=[C:16]([C:18]([F:20])([F:19])[F:21])[CH:15]=[CH:14][C:13]=1[S:22]([NH:1][C:2]1[CH:7]=[C:6]([Cl:8])[C:5]([OH:9])=[C:4]([Cl:10])[CH:3]=1)(=[O:24])=[O:23]. The yield is 0.900. (4) The reactants are [OH:1][C:2]1[C:3]([CH3:22])=[CH:4][C:5]([N+:19]([O-])=O)=[C:6]([S:8][C:9]2[CH:14]=[CH:13][C:12]([NH:15][C:16](=[O:18])[CH3:17])=[CH:11][CH:10]=2)[CH:7]=1.[Cl-].[NH4+].O1CCCC1.O. The catalyst is CO.[Fe]. The product is [NH2:19][C:5]1[CH:4]=[C:3]([CH3:22])[C:2]([OH:1])=[CH:7][C:6]=1[S:8][C:9]1[CH:10]=[CH:11][C:12]([NH:15][C:16](=[O:18])[CH3:17])=[CH:13][CH:14]=1. The yield is 0.910. (5) The reactants are [CH2:1]([NH:5][C:6](=[O:12])[C:7]([CH3:11])([CH3:10])[CH2:8][OH:9])[CH2:2][CH2:3][CH3:4].[N+:13]([C:16]1[CH:23]=[CH:22][CH:21]=[C:20]([N+]([O-])=O)[C:17]=1[C:18]#[N:19])([O-:15])=[O:14]. No catalyst specified. The product is [CH2:1]([NH:5][C:6](=[O:12])[C:7]([CH3:11])([CH3:10])[CH2:8][O:9][C:20]1[CH:21]=[CH:22][CH:23]=[C:16]([N+:13]([O-:15])=[O:14])[C:17]=1[C:18]#[N:19])[CH2:2][CH2:3][CH3:4]. The yield is 0.660.